This data is from Full USPTO retrosynthesis dataset with 1.9M reactions from patents (1976-2016). The task is: Predict the reactants needed to synthesize the given product. (1) Given the product [Br:1][C:2]1[CH:7]=[CH:6][C:5]2[C:8]([CH3:9])=[N:10][O:12][C:4]=2[CH:3]=1, predict the reactants needed to synthesize it. The reactants are: [Br:1][C:2]1[CH:7]=[CH:6][C:5](/[C:8](=[N:10]/O)/[CH3:9])=[C:4]([OH:12])[CH:3]=1.BrC1C=CC(C(=O)C)=C(O)C=1.C([O-])(=O)C.[Na+].Cl.NO. (2) Given the product [CH:1]12[CH2:6][CH2:5][CH:4]([CH2:7][CH2:8]1)[CH:3]=[C:2]2[C:9]([OH:11])=[O:10], predict the reactants needed to synthesize it. The reactants are: [CH:1]12[CH2:8][CH2:7][CH:4]([CH:5]=[CH:6]1)[CH:3]=[C:2]2[C:9]([OH:11])=[O:10]. (3) Given the product [CH2:11]([O:18][C:19]1[CH:24]=[CH:23][C:22]([CH:1]=[O:2])=[CH:21][C:20]=1[CH2:25][CH3:26])[C:12]1[CH:13]=[CH:14][CH:15]=[CH:16][CH:17]=1, predict the reactants needed to synthesize it. The reactants are: [CH3:1][O:2]C(Cl)Cl.[Sn](Cl)(Cl)(Cl)Cl.[CH2:11]([O:18][C:19]1[CH:24]=[CH:23][CH:22]=[CH:21][C:20]=1[CH2:25][CH3:26])[C:12]1[CH:17]=[CH:16][CH:15]=[CH:14][CH:13]=1.[Cl-].[Ca+2].[Cl-]. (4) Given the product [CH2:25]([NH:28][C:3]1[CH:8]=[C:7]([CH3:9])[O:6][C:5](=[O:10])[C:4]=1[C:11](=[O:24])[CH:12]=[CH:13][C:14]1[CH:19]=[CH:18][CH:17]=[C:16]([CH:20]=[CH:21][C:22]#[N:23])[CH:15]=1)[C:26]#[CH:27], predict the reactants needed to synthesize it. The reactants are: CO[C:3]1[CH:8]=[C:7]([CH3:9])[O:6][C:5](=[O:10])[C:4]=1[C:11](=[O:24])[CH:12]=[CH:13][C:14]1[CH:19]=[CH:18][CH:17]=[C:16]([CH:20]=[CH:21][C:22]#[N:23])[CH:15]=1.[CH2:25]([NH2:28])[C:26]#[CH:27].